Task: Predict the reactants needed to synthesize the given product.. Dataset: Full USPTO retrosynthesis dataset with 1.9M reactions from patents (1976-2016) Given the product [Si:2]([O:27][CH2:26][CH2:25][N:22]1[C:23]([CH3:24])=[C:19]([O:18][C:16]2[CH:15]=[C:12]([CH:11]=[C:10]([Cl:9])[CH:17]=2)[C:13]#[N:14])[C:20]([CH3:28])=[N:21]1)([C:5]([CH3:8])([CH3:7])[CH3:6])([CH3:4])[CH3:3], predict the reactants needed to synthesize it. The reactants are: Cl[Si:2]([C:5]([CH3:8])([CH3:7])[CH3:6])([CH3:4])[CH3:3].[Cl:9][C:10]1[CH:11]=[C:12]([CH:15]=[C:16]([O:18][C:19]2[C:20]([CH3:28])=[N:21][N:22]([CH2:25][CH2:26][OH:27])[C:23]=2[CH3:24])[CH:17]=1)[C:13]#[N:14].N1C=CN=C1.O.